Predict which catalyst facilitates the given reaction. From a dataset of Catalyst prediction with 721,799 reactions and 888 catalyst types from USPTO. (1) The catalyst class is: 1. Reactant: [F:1][C:2]([F:23])([F:22])[C:3]([NH:5][C:6]1[CH:11]=[CH:10][C:9]([C:12]([OH:21])([C:17]([F:20])([F:19])[F:18])[C:13]([F:16])([F:15])[F:14])=[CH:8][CH:7]=1)=O.B.C1COCC1.[NH4+].[Cl-].CCOCC. Product: [F:14][C:13]([F:15])([F:16])[C:12]([C:9]1[CH:8]=[CH:7][C:6]([NH:5][CH2:3][C:2]([F:1])([F:23])[F:22])=[CH:11][CH:10]=1)([OH:21])[C:17]([F:20])([F:19])[F:18]. (2) Reactant: [OH:1][C:2]1[CH:7]=[CH:6][C:5]([CH2:8][C:9]([OH:11])=O)=[CH:4][CH:3]=1.[C:12](Cl)(=O)[C:13](Cl)=[O:14].C(Cl)[Cl:19]. Product: [Cl:19][C:9]([CH2:8][C:5]1[CH:4]=[CH:3][C:2]([O:1][C:13](=[O:14])[CH3:12])=[CH:7][CH:6]=1)=[O:11]. The catalyst class is: 3. (3) Reactant: [Cl:1][C:2]1[CH:7]=[CH:6][C:5]([S:8]([N:11]([CH2:20][C:21]2[CH:26]=[CH:25][C:24]([C:27]#[N:28])=[CH:23][CH:22]=2)[CH:12]2[CH2:18][CH2:17][CH2:16][CH2:15][NH:14][C:13]2=[O:19])(=[O:10])=[O:9])=[CH:4][CH:3]=1.C(=O)(O)[O-].[Na+].Cl.[NH2:35][OH:36]. Product: [Cl:1][C:2]1[CH:7]=[CH:6][C:5]([S:8]([N:11]([CH2:20][C:21]2[CH:22]=[CH:23][C:24]([C:27]([NH:35][OH:36])=[NH:28])=[CH:25][CH:26]=2)[CH:12]2[CH2:18][CH2:17][CH2:16][CH2:15][NH:14][C:13]2=[O:19])(=[O:9])=[O:10])=[CH:4][CH:3]=1. The catalyst class is: 40. (4) Product: [N:3]1[C:12]2[C:7](=[CH:8][CH:9]=[CH:10][CH:11]=2)[CH:6]=[CH:5][C:4]=1[C:13]([OH:15])=[O:14]. Reactant: [OH-].[Li+].[N:3]1[C:12]2[C:7](=[CH:8][CH:9]=[CH:10][CH:11]=2)[CH:6]=[CH:5][C:4]=1[C:13]([O:15]C)=[O:14]. The catalyst class is: 72. (5) Reactant: CS[C:3](=[C:6]([C:9]#[N:10])[C:7]#[N:8])SC.[OH:11][CH2:12][CH2:13][CH2:14][NH:15][CH2:16][CH2:17][NH2:18].C(OCC)(=O)C.C(OC(C)C)(C)C. Product: [OH:11][CH2:12][CH2:13][CH2:14][N:15]1[CH2:16][CH2:17][NH:18][C:3]1=[C:6]([C:9]#[N:10])[C:7]#[N:8]. The catalyst class is: 1. (6) The catalyst class is: 620. Product: [NH2:8][C:9]1[CH2:10][C:11]([C:34](=[O:50])[N:35]([CH2:39][CH2:40][CH2:41][OH:42])[CH2:36][CH2:37][CH3:38])=[CH:12][C:13]2[CH:19]=[CH:18][C:17]([C:20]3[CH:21]=[CH:22][C:23]([CH2:26][C:27]([O:29][CH2:30][CH2:31][CH2:32][CH3:33])=[O:28])=[CH:24][CH:25]=3)=[CH:16][C:14]=2[N:15]=1. Reactant: C(OC([NH:8][C:9]1[CH2:10][C:11]([C:34](=[O:50])[N:35]([CH2:39][CH2:40][CH2:41][O:42][Si](C(C)(C)C)(C)C)[CH2:36][CH2:37][CH3:38])=[CH:12][C:13]2[CH:19]=[CH:18][C:17]([C:20]3[CH:25]=[CH:24][C:23]([CH2:26][C:27]([O:29][CH2:30][CH2:31][CH2:32][CH3:33])=[O:28])=[CH:22][CH:21]=3)=[CH:16][C:14]=2[N:15]=1)=O)(C)(C)C. (7) Reactant: [OH:1][C:2]1[CH:3]=[N:4][CH:5]=[C:6]([CH:10]=1)[C:7](Cl)=[O:8].Cl.O[C:13]1[CH:14]=[N:15][CH:16]=[C:17]([CH:21]=1)C(O)=O.COC(=O)C1C=C(O)[CH:28]=[N:27]C=1.C([N:35](CC)CC)C. Product: [N:15]1[CH:14]=[CH:13][CH:21]=[CH:17][C:16]=1[C:28]1[N:27]=[C:7]([C:6]2[CH:5]=[N:4][CH:3]=[C:2]([OH:1])[CH:10]=2)[O:8][N:35]=1. The catalyst class is: 120.